From a dataset of Reaction yield outcomes from USPTO patents with 853,638 reactions. Predict the reaction yield, written as a fraction of the theoretical maximum amount of product (1.0 means a 100% yield; for example, 0.34 means a 34% yield). (1) The product is [CH3:15][C:14]([CH3:17])([CH3:16])[C@H:13]([NH:18][C:19](=[O:25])[O:20][C:21]([CH3:24])([CH3:23])[CH3:22])[C:11]1[NH:12][C:8]([C:5]2[CH:6]=[CH:7][C:2]([B:34]3[O:35][C:36]([CH3:38])([CH3:37])[C:32]([CH3:48])([CH3:31])[O:33]3)=[CH:3][CH:4]=2)=[CH:9][N:10]=1. The catalyst is O1CCOCC1.C1C=CC([P]([Pd]([P](C2C=CC=CC=2)(C2C=CC=CC=2)C2C=CC=CC=2)([P](C2C=CC=CC=2)(C2C=CC=CC=2)C2C=CC=CC=2)[P](C2C=CC=CC=2)(C2C=CC=CC=2)C2C=CC=CC=2)(C2C=CC=CC=2)C2C=CC=CC=2)=CC=1. The yield is 0.960. The reactants are Br[C:2]1[CH:7]=[CH:6][C:5]([C:8]2[NH:12][C:11]([C@@H:13]([NH:18][C:19](=[O:25])[O:20][C:21]([CH3:24])([CH3:23])[CH3:22])[C:14]([CH3:17])([CH3:16])[CH3:15])=[N:10][CH:9]=2)=[CH:4][CH:3]=1.CC([O-])=O.[K+].[CH3:31][C:32]1([CH3:48])[C:36]([CH3:38])([CH3:37])[O:35][B:34]([B:34]2[O:35][C:36]([CH3:38])([CH3:37])[C:32]([CH3:48])([CH3:31])[O:33]2)[O:33]1. (2) The reactants are Br[CH2:2][C:3]([C:5]1[CH:6]=[C:7]2[C:12](=[CH:13][CH:14]=1)[N:11]=[CH:10][CH:9]=[CH:8]2)=[O:4].[Cl:15][C:16]1[N:21]=[N:20][C:19](/[N:22]=[CH:23]/N(C)C)=[CH:18][CH:17]=1.CN(C=O)C. No catalyst specified. The product is [Cl:15][C:16]1[CH:17]=[CH:18][C:19]2[N:20]([C:2]([C:3]([C:5]3[CH:6]=[C:7]4[C:12](=[CH:13][CH:14]=3)[N:11]=[CH:10][CH:9]=[CH:8]4)=[O:4])=[CH:23][N:22]=2)[N:21]=1. The yield is 0.610. (3) The reactants are [CH3:1][C:2]([C:7]1[S:8][CH:9]=[CH:10][CH:11]=1)([CH3:6])[C:3](=[NH:5])[CH3:4].[C:12]1([CH3:29])[CH:17]=[CH:16][CH:15]=[C:14]([CH:18]([C:24](OCC)=[O:25])[C:19](OCC)=[O:20])[CH:13]=1.CCCCCC. The catalyst is C(OCC)C.COCCOCCOC. The product is [S:8]1[CH:9]=[CH:10][CH:11]=[C:7]1[C:2]([C:3]1[N:5]=[C:24]([OH:25])[C:18]([C:14]2[CH:13]=[C:12]([CH3:29])[CH:17]=[CH:16][CH:15]=2)=[C:19]([OH:20])[CH:4]=1)([CH3:1])[CH3:6]. The yield is 0.520. (4) The product is [Si:23]([O:22][C@@H:17]1[C@@H:16]([C:14]([OH:15])=[O:30])[CH2:21][C@H:20]2[C@@H:18]1[CH2:19]2)([C:26]([CH3:29])([CH3:28])[CH3:27])([CH3:25])[CH3:24]. The catalyst is C1COCC1.O. The reactants are C([C@@H]1COC(=O)N1[C:14]([C@H:16]1[CH2:21][C@H:20]2[C@H:18]([CH2:19]2)[C@@H:17]1[O:22][Si:23]([C:26]([CH3:29])([CH3:28])[CH3:27])([CH3:25])[CH3:24])=[O:15])C1C=CC=CC=1.[OH:30]O.O.[OH-].[Li+]. The yield is 0.880. (5) The reactants are [CH3:1][O:2][C:3](=[O:55])[CH2:4][NH:5][C:6](=[O:54])[C@H:7]([NH:11][C:12](=[O:53])[C@H:13](NC(OCC1C2C=CC=CC=2C2C1=CC=CC=2)=O)[CH2:14][S:15][C:16]([C:29]1[CH:34]=[CH:33][CH:32]=[CH:31][CH:30]=1)([C:23]1[CH:28]=[CH:27][CH:26]=[CH:25][CH:24]=1)[C:17]1[CH:22]=[CH:21][CH:20]=[CH:19][CH:18]=1)[CH:8]([CH3:10])[CH3:9].[NH:56](CC)CC.[C:61]([NH:78][C@@H:79]([C:87]([OH:89])=O)[CH2:80][C:81]1[CH:86]=[CH:85][CH:84]=[CH:83][CH:82]=1)([O:63][CH2:64][CH:65]1[C:77]2[C:72](=[CH:73][CH:74]=[CH:75][CH:76]=2)[C:71]2[C:66]1=[CH:67][CH:68]=[CH:69][CH:70]=2)=[O:62].CCN=C=NCCCN(C)C.Cl.C1C=CC2N(O)N=NC=2C=1.CCN(C(C)C)C(C)C. The catalyst is CC#N.C(Cl)Cl.CCCCCCC.C(Cl)Cl. The product is [CH3:1][O:2][C:3](=[O:55])[CH2:4][NH:5][C:6](=[O:54])[C@H:7]([NH:11][C:12](=[O:53])[C@H:13]([NH:56][C:87](=[O:89])[C@H:79]([NH:78][C:61]([O:63][CH2:64][CH:65]1[C:70]2[CH:69]=[CH:68][CH:67]=[CH:66][C:71]=2[C:72]2[C:77]1=[CH:76][CH:75]=[CH:74][CH:73]=2)=[O:62])[CH2:80][C:81]1[CH:86]=[CH:85][CH:84]=[CH:83][CH:82]=1)[CH2:14][S:15][C:16]([C:17]1[CH:18]=[CH:19][CH:20]=[CH:21][CH:22]=1)([C:23]1[CH:28]=[CH:27][CH:26]=[CH:25][CH:24]=1)[C:29]1[CH:34]=[CH:33][CH:32]=[CH:31][CH:30]=1)[CH:8]([CH3:10])[CH3:9]. The yield is 0.800. (6) The reactants are C([O:3][C:4]([CH:6]1[CH2:11][N:10]([CH3:12])[CH2:9][CH2:8][N:7]1[CH3:13])=[O:5])C.[OH-].[Na+].Cl.CCOCC. The catalyst is CCO. The product is [CH3:13][N:7]1[CH2:8][CH2:9][N:10]([CH3:12])[CH2:11][CH:6]1[C:4]([OH:5])=[O:3]. The yield is 0.480. (7) The reactants are [OH-].[Li+].[NH2:3][C:4]1[N:5]([C:18]2[C:27]3[C:22](=[CH:23][CH:24]=[CH:25][CH:26]=3)[C:21]([CH:28]3[CH2:30][CH2:29]3)=[CH:20][CH:19]=2)[C:6]([S:9][C:10]([CH3:17])([CH3:16])[C:11]([O:13]CC)=[O:12])=[N:7][N:8]=1.Cl. The catalyst is C1COCC1.CO. The product is [NH2:3][C:4]1[N:5]([C:18]2[C:27]3[C:22](=[CH:23][CH:24]=[CH:25][CH:26]=3)[C:21]([CH:28]3[CH2:30][CH2:29]3)=[CH:20][CH:19]=2)[C:6]([S:9][C:10]([CH3:17])([CH3:16])[C:11]([OH:13])=[O:12])=[N:7][N:8]=1. The yield is 0.740. (8) The product is [CH2:4]([NH:11][C:12]([C:14]1[S:18][C:17]([C:2]#[N:3])=[N:16][C:15]=1[CH3:20])=[O:13])[C:5]1[CH:6]=[CH:7][CH:8]=[CH:9][CH:10]=1. The yield is 0.390. The catalyst is CN(C)C=O.O. The reactants are [Cu][C:2]#[N:3].[CH2:4]([NH:11][C:12]([C:14]1[S:18][C:17](I)=[N:16][C:15]=1[CH3:20])=[O:13])[C:5]1[CH:10]=[CH:9][CH:8]=[CH:7][CH:6]=1. (9) The reactants are [CH2:1]([O:3][C:4]([C:6]1[O:7][C:8]2[C:13]([C:14](=[O:16])[CH:15]=1)=[CH:12][C:11]([O:17][CH3:18])=[CH:10][C:9]=2Br)=[O:5])[CH3:2].[CH2:20]([N:23]1[CH2:28][CH2:27][NH:26][CH2:25][CH2:24]1)[CH2:21][CH3:22]. No catalyst specified. The product is [CH2:1]([O:3][C:4]([C:6]1[O:7][C:8]2[C:13]([C:14](=[O:16])[CH:15]=1)=[CH:12][C:11]([O:17][CH3:18])=[CH:10][C:9]=2[N:26]1[CH2:27][CH2:28][N:23]([CH2:20][CH2:21][CH3:22])[CH2:24][CH2:25]1)=[O:5])[CH3:2]. The yield is 0.400.